From a dataset of Reaction yield outcomes from USPTO patents with 853,638 reactions. Predict the reaction yield, written as a fraction of the theoretical maximum amount of product (1.0 means a 100% yield; for example, 0.34 means a 34% yield). (1) The reactants are [Cl:1][C:2]1[CH:3]=[CH:4][C:5]2[S:9][C:8]([S:10](Cl)(=[O:12])=[O:11])=[C:7]([CH3:14])[C:6]=2[CH:15]=1.[NH2:16][C:17]1[CH:18]=[C:19]([C:23]2[NH:27][N:26]=[N:25][N:24]=2)[CH:20]=[CH:21][CH:22]=1. No catalyst specified. The product is [Cl:1][C:2]1[CH:3]=[CH:4][C:5]2[S:9][C:8]([S:10]([NH:16][C:17]3[CH:22]=[CH:21][CH:20]=[C:19]([C:23]4[NH:27][N:26]=[N:25][N:24]=4)[CH:18]=3)(=[O:12])=[O:11])=[C:7]([CH3:14])[C:6]=2[CH:15]=1. The yield is 0.400. (2) The reactants are [Br:1][C:2]1[CH:3]=[CH:4][C:5]2[O:11][CH2:10][CH2:9][N:8]=[C:7]([CH3:12])[C:6]=2[CH:13]=1.C([O-])(=O)C.[Na+]. The catalyst is CO. The product is [Br:1][C:2]1[CH:3]=[CH:4][C:5]2[O:11][CH2:10][CH2:9][NH:8][CH:7]([CH3:12])[C:6]=2[CH:13]=1. The yield is 0.750. (3) The reactants are CC(C)([O-])C.[K+].[CH2:7]([N:14]([CH2:18][C:19]1[C:24](Cl)=[N:23][C:22]([N:26]2[CH2:31][CH2:30][O:29][CH2:28][C@H:27]2[CH3:32])=[CH:21][N:20]=1)[CH2:15][CH2:16][OH:17])[C:8]1[CH:13]=[CH:12][CH:11]=[CH:10][CH:9]=1.O. The catalyst is CN(C=O)C. The product is [CH2:7]([N:14]1[CH2:18][C:19]2[N:20]=[CH:21][C:22]([N:26]3[CH2:31][CH2:30][O:29][CH2:28][C@H:27]3[CH3:32])=[N:23][C:24]=2[O:17][CH2:16][CH2:15]1)[C:8]1[CH:13]=[CH:12][CH:11]=[CH:10][CH:9]=1. The yield is 0.890. (4) The reactants are [CH3:1][O:2][C:3](=[O:64])[NH:4][CH:5]([C:9]([N:11]1[CH2:15][CH2:14][CH2:13][CH:12]1[C:16]1[NH:17][C:18]([C:21]2[CH:30]=[CH:29][C:28]3[C:23](=[CH:24][CH:25]=[C:26]([C:31]4[CH:36]=[CH:35][C:34]([C:37]5[NH:38][C:39]([CH:42]6[CH2:46][CH2:45][CH2:44][N:43]6C(=O)C(NC(OC(C)(C)C)=O)C6C=CC=CC=6)=[N:40][CH:41]=5)=[CH:33][CH:32]=4)[CH:27]=3)[CH:22]=2)=[CH:19][N:20]=1)=[O:10])[CH:6]([CH3:8])[CH3:7].[CH3:65][O:66][C:67]([NH:69][C:70]([C:75]1[CH:80]=[CH:79][CH:78]=[CH:77][CH:76]=1)([CH3:74])[C:71]([OH:73])=O)=[O:68]. No catalyst specified. The product is [CH3:1][O:2][C:3](=[O:64])[NH:4][CH:5]([C:9]([N:11]1[CH2:15][CH2:14][CH2:13][CH:12]1[C:16]1[NH:17][C:18]([C:21]2[CH:30]=[CH:29][C:28]3[C:23](=[CH:24][CH:25]=[C:26]([C:31]4[CH:36]=[CH:35][C:34]([C:37]5[NH:38][C:39]([CH:42]6[CH2:46][CH2:45][CH2:44][N:43]6[C:71](=[O:73])[C:70]([NH:69][C:67]([O:66][CH3:65])=[O:68])([C:75]6[CH:80]=[CH:79][CH:78]=[CH:77][CH:76]=6)[CH3:74])=[N:40][CH:41]=5)=[CH:33][CH:32]=4)[CH:27]=3)[CH:22]=2)=[CH:19][N:20]=1)=[O:10])[CH:6]([CH3:8])[CH3:7]. The yield is 0.200. (5) The reactants are Cl.[CH:2]1[C:15]2[NH:14][C:13]3[C:8](=[CH:9][CH:10]=[CH:11][CH:12]=3)[S:7][C:6]=2[CH:5]=[CH:4][C:3]=1[C:16]1[N:17]=[C:18]([CH2:21][NH2:22])[S:19][CH:20]=1.C(N(CC)CC)C.[CH3:30][O:31][C:32](Cl)=[O:33]. The catalyst is O1CCOCC1. The product is [CH:2]1[C:15]2[NH:14][C:13]3[C:8](=[CH:9][CH:10]=[CH:11][CH:12]=3)[S:7][C:6]=2[CH:5]=[CH:4][C:3]=1[C:16]1[N:17]=[C:18]([CH2:21][NH:22][C:32](=[O:33])[O:31][CH3:30])[S:19][CH:20]=1. The yield is 0.460. (6) The reactants are [Cl:1][C:2]1[CH:10]=[C:9]2[C:5]([C:6]([C:16](=[O:21])C(F)(F)F)=[CH:7][N:8]2[CH2:11][C:12]([NH:14][CH3:15])=[O:13])=[CH:4][CH:3]=1.C[Si](C)(C)[O-:24].[Na+]. The catalyst is ClCCCl. The product is [Cl:1][C:2]1[CH:10]=[C:9]2[C:5]([C:6]([C:16]([OH:21])=[O:24])=[CH:7][N:8]2[CH2:11][C:12](=[O:13])[NH:14][CH3:15])=[CH:4][CH:3]=1. The yield is 0.270. (7) The catalyst is O. The product is [C:18]([Si:15]([O:9][C:3]1[CH:4]=[CH:5][C:6]([Cl:8])=[CH:7][C:2]=1[Cl:1])([CH3:17])[CH3:16])([CH3:21])([CH3:20])[CH3:19]. The yield is 0.950. The reactants are [Cl:1][C:2]1[CH:7]=[C:6]([Cl:8])[CH:5]=[CH:4][C:3]=1[OH:9].N1C=CN=C1.[Si:15](Cl)([C:18]([CH3:21])([CH3:20])[CH3:19])([CH3:17])[CH3:16]. (8) The reactants are [Br:1][C:2]1[CH:7]=[CH:6][C:5]([S:8](Cl)(=[O:10])=[O:9])=[CH:4][CH:3]=1.C(N(CC)CC)C.[NH2:19][C@H:20]([CH3:23])[CH2:21][OH:22]. The catalyst is ClCCl. The product is [Br:1][C:2]1[CH:7]=[CH:6][C:5]([S:8]([NH:19][C@@H:20]([CH3:23])[CH2:21][OH:22])(=[O:10])=[O:9])=[CH:4][CH:3]=1. The yield is 0.730. (9) The reactants are CC(=C)C[O:4][C:5]1[CH:6]=[C:7]([CH:12]=[CH:13][C:14]=1[N+:15]([O-:17])=[O:16])[C:8]([O:10][CH3:11])=[O:9]. The catalyst is ClCCl. The product is [OH:4][C:5]1[C:6]([CH2:8][C:7]([CH3:12])=[CH2:6])=[C:7]([CH:12]=[CH:13][C:14]=1[N+:15]([O-:17])=[O:16])[C:8]([O:10][CH3:11])=[O:9]. The yield is 0.577.